From a dataset of NCI-60 drug combinations with 297,098 pairs across 59 cell lines. Regression. Given two drug SMILES strings and cell line genomic features, predict the synergy score measuring deviation from expected non-interaction effect. (1) Drug 1: C1=NC(=NC(=O)N1C2C(C(C(O2)CO)O)O)N. Drug 2: C1C(C(OC1N2C=NC3=C2NC=NCC3O)CO)O. Cell line: KM12. Synergy scores: CSS=9.08, Synergy_ZIP=-2.81, Synergy_Bliss=-0.586, Synergy_Loewe=-11.0, Synergy_HSA=-2.35. (2) Drug 1: CN1C(=O)N2C=NC(=C2N=N1)C(=O)N. Drug 2: C(=O)(N)NO. Cell line: A498. Synergy scores: CSS=-0.607, Synergy_ZIP=-0.532, Synergy_Bliss=-0.436, Synergy_Loewe=-1.73, Synergy_HSA=-1.13. (3) Drug 1: C1=CC(=C2C(=C1NCCNCCO)C(=O)C3=C(C=CC(=C3C2=O)O)O)NCCNCCO. Drug 2: C1=NC2=C(N=C(N=C2N1C3C(C(C(O3)CO)O)F)Cl)N. Cell line: DU-145. Synergy scores: CSS=65.8, Synergy_ZIP=-1.52, Synergy_Bliss=-1.02, Synergy_Loewe=-3.52, Synergy_HSA=1.73. (4) Drug 1: C1=NC2=C(N=C(N=C2N1C3C(C(C(O3)CO)O)O)F)N. Drug 2: C1=CC=C(C(=C1)C(C2=CC=C(C=C2)Cl)C(Cl)Cl)Cl. Cell line: HOP-92. Synergy scores: CSS=0.600, Synergy_ZIP=2.31, Synergy_Bliss=8.57, Synergy_Loewe=-5.40, Synergy_HSA=0.542. (5) Drug 1: CCC1(CC2CC(C3=C(CCN(C2)C1)C4=CC=CC=C4N3)(C5=C(C=C6C(=C5)C78CCN9C7C(C=CC9)(C(C(C8N6C=O)(C(=O)OC)O)OC(=O)C)CC)OC)C(=O)OC)O.OS(=O)(=O)O. Drug 2: C1=CC=C(C=C1)NC(=O)CCCCCCC(=O)NO. Cell line: OVCAR-5. Synergy scores: CSS=25.8, Synergy_ZIP=-7.40, Synergy_Bliss=-4.77, Synergy_Loewe=-7.62, Synergy_HSA=-4.49.